Task: Predict the product of the given reaction.. Dataset: Forward reaction prediction with 1.9M reactions from USPTO patents (1976-2016) (1) Given the reactants CC[N:3]=C=NCCCN(C)C.C1C=NC2N(O)N=NC=2C=1.C(N(CC)CC)C.[C:29]([O:33][C:34]([N:36]([C:63]([O:65][C:66]([CH3:69])([CH3:68])[CH3:67])=[O:64])[C:37]1C=[CH:45][CH:44]=[C:43]2[C:38]=1[CH:39]=[CH:40][C:41]([NH:47][CH:48]([C:52]1[CH:57]=[C:56]([CH3:58])[C:55]([CH2:59][CH2:60][OH:61])=[C:54]([CH3:62])[CH:53]=1)[C:49](O)=[O:50])=[CH:42]2)=[O:35])([CH3:32])([CH3:31])[CH3:30].[N+:70]([C:73]1[CH:74]=[C:75]([CH:86]=[CH:87][CH:88]=1)[CH2:76][NH:77][CH2:78][C:79]([O:81][C:82]([CH3:85])([CH3:84])[CH3:83])=[O:80])([O-:72])=[O:71], predict the reaction product. The product is: [C:66]([O:65][C:63]([N:36]([C:34]([O:33][C:29]([CH3:30])([CH3:32])[CH3:31])=[O:35])[C:37]1[C:38]2[C:43](=[CH:42][C:41]([NH:47][CH:48]([C:52]3[CH:53]=[C:54]([CH3:62])[C:55]([CH2:59][CH2:60][OH:61])=[C:56]([CH3:58])[CH:57]=3)[C:49]([N:77]([CH2:78][C:79]([O:81][C:82]([CH3:83])([CH3:84])[CH3:85])=[O:80])[CH2:76][C:75]3[CH:86]=[CH:87][CH:88]=[C:73]([N+:70]([O-:72])=[O:71])[CH:74]=3)=[O:50])=[CH:40][CH:39]=2)[CH:44]=[CH:45][N:3]=1)=[O:64])([CH3:67])([CH3:68])[CH3:69]. (2) Given the reactants [Cl:1][C:2]1[CH:3]=[N:4][CH:5]=[C:6]([Cl:24])[C:7]=1[S:8][C:9]1[S:13][C:12]([C:14]([NH:16][CH2:17][CH2:18][CH:19]=O)=[O:15])=[CH:11][C:10]=1[N+:21]([O-:23])=[O:22].[CH3:25][C:26]1([CH3:32])[CH2:31][CH2:30][NH:29][CH2:28][CH2:27]1, predict the reaction product. The product is: [Cl:1][C:2]1[CH:3]=[N:4][CH:5]=[C:6]([Cl:24])[C:7]=1[S:8][C:9]1[S:13][C:12]([C:14]([NH:16][CH2:17][CH2:18][CH2:19][N:29]2[CH2:30][CH2:31][C:26]([CH3:32])([CH3:25])[CH2:27][CH2:28]2)=[O:15])=[CH:11][C:10]=1[N+:21]([O-:23])=[O:22].